From a dataset of Peptide-MHC class II binding affinity with 134,281 pairs from IEDB. Regression. Given a peptide amino acid sequence and an MHC pseudo amino acid sequence, predict their binding affinity value. This is MHC class II binding data. (1) The peptide sequence is QPFPKTVWEQILNTW. The MHC is HLA-DPA10201-DPB11401 with pseudo-sequence HLA-DPA10201-DPB11401. The binding affinity (normalized) is 0.279. (2) The peptide sequence is ALHIIAGTPEVHAVK. The MHC is DRB1_0101 with pseudo-sequence DRB1_0101. The binding affinity (normalized) is 0.656. (3) The peptide sequence is SWIQSIPFVHLGHRD. The MHC is DRB1_0405 with pseudo-sequence DRB1_0405. The binding affinity (normalized) is 0.172. (4) The peptide sequence is FIFGEARSLYLNTEL. The MHC is HLA-DQA10102-DQB10502 with pseudo-sequence HLA-DQA10102-DQB10502. The binding affinity (normalized) is 0.322. (5) The peptide sequence is PADKYRTFVATFGAA. The MHC is HLA-DPA10201-DPB11401 with pseudo-sequence HLA-DPA10201-DPB11401. The binding affinity (normalized) is 0.380.